This data is from Reaction yield outcomes from USPTO patents with 853,638 reactions. The task is: Predict the reaction yield, written as a fraction of the theoretical maximum amount of product (1.0 means a 100% yield; for example, 0.34 means a 34% yield). The reactants are [Cl:1][C:2]1[CH:9]=[C:8]([OH:10])[CH:7]=[C:6]([Cl:11])[C:3]=1[CH:4]=[O:5].[BH4-].[Na+]. The catalyst is CCO. The product is [CH2:4]([O:10][C:8]1[CH:9]=[C:2]([Cl:1])[C:3]([CH2:4][OH:5])=[C:6]([Cl:11])[CH:7]=1)[C:3]1[CH:6]=[CH:7][CH:8]=[CH:9][CH:2]=1. The yield is 1.00.